From a dataset of Forward reaction prediction with 1.9M reactions from USPTO patents (1976-2016). Predict the product of the given reaction. Given the reactants Cl[CH2:2][C:3]1[CH:8]=[CH:7][CH:6]=[C:5]([S:9][CH:10]2[CH2:14][CH2:13][CH2:12][CH2:11]2)[N:4]=1.C([O:17][C:18](=[O:29])[CH2:19][CH2:20][C:21]1[CH:26]=[CH:25][C:24]([OH:27])=[C:23]([Cl:28])[CH:22]=1)C, predict the reaction product. The product is: [Cl:28][C:23]1[CH:22]=[C:21]([CH2:20][CH2:19][C:18]([OH:29])=[O:17])[CH:26]=[CH:25][C:24]=1[O:27][CH2:2][C:3]1[CH:8]=[CH:7][CH:6]=[C:5]([S:9][CH:10]2[CH2:14][CH2:13][CH2:12][CH2:11]2)[N:4]=1.